From a dataset of Catalyst prediction with 721,799 reactions and 888 catalyst types from USPTO. Predict which catalyst facilitates the given reaction. (1) Reactant: [CH3:1][O:2][C:3]([C:5]1[CH:6]=[C:7]([C:18]([OH:20])=O)[CH:8]=[C:9]([C:11]2[CH:16]=[CH:15][C:14]([CH3:17])=[CH:13][CH:12]=2)[CH:10]=1)=[O:4].Cl.CN(C)CCCN=C=NCC.O.ON1C2C=CC=CC=2N=N1.[NH2:44][C@@H:45]([CH3:48])[CH2:46][OH:47].C(N(CC)C(C)C)(C)C. Product: [OH:47][CH2:46][C@@H:45]([NH:44][C:18]([C:7]1[CH:6]=[C:5]([C:3]([O:2][CH3:1])=[O:4])[CH:10]=[C:9]([C:11]2[CH:12]=[CH:13][C:14]([CH3:17])=[CH:15][CH:16]=2)[CH:8]=1)=[O:20])[CH3:48]. The catalyst class is: 795. (2) Reactant: [F:1][C:2]1[C:3]([O:13][CH3:14])=[C:4]([CH2:9][C:10](O)=[O:11])[CH:5]=[C:6]([F:8])[CH:7]=1.[H-].[H-].[H-].[H-].[Li+].[Al+3]. Product: [F:1][C:2]1[C:3]([O:13][CH3:14])=[C:4]([CH2:9][CH2:10][OH:11])[CH:5]=[C:6]([F:8])[CH:7]=1. The catalyst class is: 1. (3) Reactant: [F:1][C:2]1[CH:3]=[C:4]([NH:24][C:25]([C:27]2[C:28](=[O:40])[N:29]([C:33]3[CH:38]=[CH:37][C:36]([F:39])=[CH:35][CH:34]=3)[N:30]=[CH:31][CH:32]=2)=[O:26])[CH:5]=[CH:6][C:7]=1[O:8][C:9]1[CH:14]=[CH:13][N:12]=[C:11]2[CH:15]=[C:16]([CH:18]3[CH2:23][CH2:22][NH:21][CH2:20][CH2:19]3)[S:17][C:10]=12.[CH:41](=O)[CH3:42].[BH-](OC(C)=O)(OC(C)=O)OC(C)=O.[Na+]. Product: [CH2:41]([N:21]1[CH2:20][CH2:19][CH:18]([C:16]2[S:17][C:10]3[C:11](=[N:12][CH:13]=[CH:14][C:9]=3[O:8][C:7]3[CH:6]=[CH:5][C:4]([NH:24][C:25]([C:27]4[C:28](=[O:40])[N:29]([C:33]5[CH:34]=[CH:35][C:36]([F:39])=[CH:37][CH:38]=5)[N:30]=[CH:31][CH:32]=4)=[O:26])=[CH:3][C:2]=3[F:1])[CH:15]=2)[CH2:23][CH2:22]1)[CH3:42]. The catalyst class is: 1. (4) The catalyst class is: 76. Product: [C:35]([O:25][C:20]1[CH:21]=[CH:22][CH:23]=[CH:24][C:19]=1[CH2:18][N:17]([C@H:9]([C:10]1[CH:15]=[CH:14][C:13]([Cl:16])=[CH:12][CH:11]=1)[C@@H:8]([C:4]1[CH:5]=[CH:6][CH:7]=[C:2]([Cl:1])[CH:3]=1)[CH:26]=[CH2:27])[C:42](=[O:44])[CH3:43])(=[O:37])[CH3:36]. Reactant: [Cl:1][C:2]1[CH:3]=[C:4]([C@@H:8]([CH:26]=[CH2:27])[C@H:9]([NH:17][CH2:18][C:19]2[CH:24]=[CH:23][CH:22]=[CH:21][C:20]=2[OH:25])[C:10]2[CH:15]=[CH:14][C:13]([Cl:16])=[CH:12][CH:11]=2)[CH:5]=[CH:6][CH:7]=1.C(N(CC)CC)C.[C:35](OC(=O)C)(=[O:37])[CH3:36].[C:42](OCC)(=[O:44])[CH3:43]. (5) The catalyst class is: 5. Product: [C:1]([O:5][C:6]([N:8]1[CH2:12][C@@H:11]([CH2:13][C@H:14]([O:18][C:19]2[CH:24]=[CH:23][C:22]([O:25][CH3:26])=[C:21]([O:27][CH2:28][CH2:29][CH2:30][O:31][CH3:32])[CH:20]=2)[CH:15]([CH3:17])[CH3:16])[C@H:10]([CH2:33][NH:42][CH:39]2[CH2:41][CH2:40]2)[CH2:9]1)=[O:7])([CH3:3])([CH3:4])[CH3:2]. Reactant: [C:1]([O:5][C:6]([N:8]1[CH2:12][C@@H:11]([CH2:13][C@H:14]([O:18][C:19]2[CH:24]=[CH:23][C:22]([O:25][CH3:26])=[C:21]([O:27][CH2:28][CH2:29][CH2:30][O:31][CH3:32])[CH:20]=2)[CH:15]([CH3:17])[CH3:16])[C@H:10]([CH:33]=O)[CH2:9]1)=[O:7])([CH3:4])([CH3:3])[CH3:2].C(O)(=O)C.[CH:39]1([NH2:42])[CH2:41][CH2:40]1.[BH4-].[Na+]. (6) Reactant: [Cl:1][C:2]1[CH:3]=[C:4]([C:12]2[O:16][N:15]=[C:14]([C:17]3[CH:18]=[CH:19][CH:20]=[C:21]4[C:25]=3[NH:24][CH:23]=[C:22]4[CH2:26][NH:27][CH2:28][C:29]([O:31]CC)=[O:30])[N:13]=2)[CH:5]=[CH:6][C:7]=1[O:8][CH:9]([CH3:11])[CH3:10].[OH-].[Na+]. Product: [Cl:1][C:2]1[CH:3]=[C:4]([C:12]2[O:16][N:15]=[C:14]([C:17]3[CH:18]=[CH:19][CH:20]=[C:21]4[C:25]=3[NH:24][CH:23]=[C:22]4[CH2:26][NH:27][CH2:28][C:29]([OH:31])=[O:30])[N:13]=2)[CH:5]=[CH:6][C:7]=1[O:8][CH:9]([CH3:10])[CH3:11]. The catalyst class is: 193. (7) Reactant: [OH:1][CH:2]1[CH2:7][CH2:6][N:5]([C:8]([O:10][C:11]([CH3:14])([CH3:13])[CH3:12])=[O:9])[CH2:4][CH2:3]1.[H-].[Na+].Cl[C:18]1[CH:27]=[CH:26][C:25]2[C:20](=[C:21]([C:28]3[NH:36][C:35]4[CH2:34][CH2:33][NH:32][C:31](=[O:37])[C:30]=4[CH:29]=3)[CH:22]=[CH:23][CH:24]=2)[N:19]=1. Product: [O:37]=[C:31]1[C:30]2[CH:29]=[C:28]([C:21]3[CH:22]=[CH:23][CH:24]=[C:25]4[C:20]=3[N:19]=[C:18]([O:1][CH:2]3[CH2:3][CH2:4][N:5]([C:8]([O:10][C:11]([CH3:14])([CH3:13])[CH3:12])=[O:9])[CH2:6][CH2:7]3)[CH:27]=[CH:26]4)[NH:36][C:35]=2[CH2:34][CH2:33][NH:32]1. The catalyst class is: 3. (8) Reactant: C([NH:11][CH2:12][CH2:13][S:14]([NH2:17])(=[O:16])=[O:15])(OCC1C=CC=CC=1)=O.[C:18]([OH:25])(=[O:24])[CH2:19][CH2:20][C:21]([OH:23])=[O:22]. Product: [C:18]([OH:25])(=[O:24])[CH2:19][CH2:20][C:21]([OH:23])=[O:22].[NH2:11][CH2:12][CH2:13][S:14]([NH2:17])(=[O:16])=[O:15]. The catalyst class is: 19. (9) Reactant: [Br:1][C:2]1[CH:3]=[C:4]([CH:9]=[CH:10][C:11]=1[OH:12])[C:5]([O:7][CH3:8])=[O:6].I[CH:14]([CH3:16])[CH3:15].C(=O)([O-])[O-].[K+].[K+]. Product: [Br:1][C:2]1[CH:3]=[C:4]([CH:9]=[CH:10][C:11]=1[O:12][CH:14]([CH3:16])[CH3:15])[C:5]([O:7][CH3:8])=[O:6]. The catalyst class is: 31.